From a dataset of Catalyst prediction with 721,799 reactions and 888 catalyst types from USPTO. Predict which catalyst facilitates the given reaction. Reactant: [NH2:1][C:2]1[C:7]([CH:8]=[O:9])=[CH:6][C:5](I)=[CH:4][N:3]=1.CC1(C)C(C)(C)OC([C:19]2[CH:20]=[N:21][N:22]([CH:24]3[CH2:29][CH2:28][N:27]([C:30]([O:32][C:33]([CH3:36])([CH3:35])[CH3:34])=[O:31])[CH2:26][CH2:25]3)[CH:23]=2)O1.C(=O)([O-])[O-].[Na+].[Na+]. Product: [NH2:1][C:2]1[N:3]=[CH:4][C:5]([C:19]2[CH:20]=[N:21][N:22]([CH:24]3[CH2:25][CH2:26][N:27]([C:30]([O:32][C:33]([CH3:36])([CH3:35])[CH3:34])=[O:31])[CH2:28][CH2:29]3)[CH:23]=2)=[CH:6][C:7]=1[CH:8]=[O:9]. The catalyst class is: 427.